Dataset: Forward reaction prediction with 1.9M reactions from USPTO patents (1976-2016). Task: Predict the product of the given reaction. (1) Given the reactants [N:1]([O-])=O.[Na+].[Br:5][C:6]1[CH:7]=[C:8]([CH:10]=[CH:11][C:12]=1[F:13])[NH2:9].O.O.[Cl:16][Sn]Cl, predict the reaction product. The product is: [ClH:16].[Br:5][C:6]1[CH:7]=[C:8]([NH:9][NH2:1])[CH:10]=[CH:11][C:12]=1[F:13]. (2) Given the reactants [F:1][C:2]1[CH:7]=[CH:6][C:5]([C:8]2[C:12]3[CH2:13][N:14]([C:17](=[O:19])[CH3:18])[CH2:15][CH2:16][C:11]=3[NH:10][N:9]=2)=[CH:4][CH:3]=1.C(P(CCCC)CCCC)CCC.N(C(N1CCCCC1)=O)=NC(N1CCCCC1)=O.[C@@H:51]1(O)[C:59]2[C:54](=[CH:55][CH:56]=[CH:57][CH:58]=2)[CH2:53][CH2:52]1, predict the reaction product. The product is: [F:1][C:2]1[CH:3]=[CH:4][C:5]([C:8]2[C:12]3[CH2:13][N:14]([C:17](=[O:19])[CH3:18])[CH2:15][CH2:16][C:11]=3[N:10]([C@H:51]3[C:59]4[C:54](=[CH:55][CH:56]=[CH:57][CH:58]=4)[CH2:53][CH2:52]3)[N:9]=2)=[CH:6][CH:7]=1. (3) Given the reactants [CH3:1][C:2]1([C:7]2[S:11][CH:10]=[C:9]([CH2:12][N:13]3[N:17]=[C:16]([NH2:18])[CH:15]=[N:14]3)[CH:8]=2)[O:6]CCO1.[C:19]1([C:25]2[O:29][CH:28]=[N:27][C:26]=2[C:30](O)=[O:31])[CH:24]=[CH:23][CH:22]=[CH:21][CH:20]=1, predict the reaction product. The product is: [C:2]([C:7]1[S:11][CH:10]=[C:9]([CH2:12][N:13]2[N:17]=[C:16]([NH:18][C:30]([C:26]3[N:27]=[CH:28][O:29][C:25]=3[C:19]3[CH:20]=[CH:21][CH:22]=[CH:23][CH:24]=3)=[O:31])[CH:15]=[N:14]2)[CH:8]=1)(=[O:6])[CH3:1]. (4) Given the reactants [C:1]1([C:7]2[O:11][N:10]=[C:9]([CH2:12][O:13][C:14]3[CH:19]=[CH:18][C:17]([C:20]4[O:24][N:23]=[C:22](CC(C)(C)C([O-])=O)[CH:21]=4)=[CH:16][CH:15]=3)[CH:8]=2)[CH:6]=[CH:5][CH:4]=[CH:3][CH:2]=1.C[OH:33], predict the reaction product. The product is: [C:1]1([C:7]2[O:11][N:10]=[C:9]([CH2:12][O:13][C:14]3[CH:19]=[CH:18][C:17]([C:20]4[O:24][N:23]=[C:22]([OH:33])[CH:21]=4)=[CH:16][CH:15]=3)[CH:8]=2)[CH:6]=[CH:5][CH:4]=[CH:3][CH:2]=1. (5) The product is: [C:1]([O:9][CH2:10][C@H:11]1[S:15][CH2:14][CH2:13][O:12]1)(=[O:8])[C:2]1[CH:3]=[CH:4][CH:5]=[CH:6][CH:7]=1.[OH:9][CH2:10][C@@H:11]1[S:15][CH2:14][CH2:13][O:12]1. Given the reactants [C:1]([O:9][CH2:10][CH:11]1[S:15][CH2:14][CH2:13][O:12]1)(=[O:8])[C:2]1[CH:7]=[CH:6][CH:5]=[CH:4][CH:3]=1.P(=O)(O)(O)O.P([O-])([O-])([O-])=O.CC(CCC[C@H]([C@@H]1[C@]2(C)[C@H]([C@H]3[C@H](CC2)[C@]2(C)C(C[C@H](CC2)O)=CC3)CC1)C)C.[OH-].[Na+].[Cl-].[Na+], predict the reaction product. (6) Given the reactants Cl.[CH3:2][C:3]1[CH:11]=[C:10]([O:12][CH2:13][CH2:14][C@H:15]([CH:17]2[CH2:22][CH2:21][NH:20][CH2:19][CH2:18]2)[CH3:16])[CH:9]=[CH:8][C:4]=1[C:5]([OH:7])=[O:6].Cl[C:24]1[N:29]=[CH:28][C:27]([Cl:30])=[CH:26][N:25]=1, predict the reaction product. The product is: [Cl:30][C:27]1[CH:26]=[N:25][C:24]([N:20]2[CH2:19][CH2:18][CH:17]([C@H:15]([CH3:16])[CH2:14][CH2:13][O:12][C:10]3[CH:9]=[CH:8][C:4]([C:5]([OH:7])=[O:6])=[C:3]([CH3:2])[CH:11]=3)[CH2:22][CH2:21]2)=[N:29][CH:28]=1.